Dataset: Experimentally validated miRNA-target interactions with 360,000+ pairs, plus equal number of negative samples. Task: Binary Classification. Given a miRNA mature sequence and a target amino acid sequence, predict their likelihood of interaction. (1) The miRNA is hsa-miR-6735-5p with sequence CAGGGCAGAGGGCACAGGAAUCUGA. The protein sequence of the target gene is MVSQSTVRQDSPVEPWEGISDHSGIIDGSPRLLNTDHPPCQLDIRLMRHKAVWINPQDVQQQPQDLQSQVPAAGNSGTHFVTDAASPSGPSPSCLGDSLAETTLSEDTTDSVGSASPHGSSEKSSSFSLSSTEVHMVRPGYSHRVSLPTSPGILATSPYPETDSAFFEPSHLTSAADEGAVQVSRRTISSNSFSPEVFVLPVDVEKENAHFYVADMIISAMEKMKCNILSQQQTESWSKEVSGLLGSDQPDSEMTFDTNIKQESGSSTSSYSGYEGCAVLQVSPVTETRTYHDVKEICKC.... Result: 1 (interaction). (2) The miRNA is hsa-miR-155-5p with sequence UUAAUGCUAAUCGUGAUAGGGGUU. The protein sequence of the target gene is MPGPLGSLEMGVLTFRDVALEFSLEEWQCLDTAQQNLYRNVMLENYRNLVFVGIAASKPDLITCLEQGKEPWNVKRHEMVTEPPVVYSYFAQDLWPKQGKKNYFQKVILRTYKKCGRENLQLRKYCKSMDECKVHKECYNGLNQCLTTTQNKIFQYDKYVKVFHKFSNSNRHKIGHTGKKSFKCKECEKSFCMLSHLAQHKRIHSGEKPYKCKECGKAYNEASNLSTHKRIHTGKKPYKCEECGKAFNRLSHLTTHKIIHTGKKPYKCEECGKAFNQSANLTTHKRIHTGEKPYKCEECG.... Result: 1 (interaction). (3) The miRNA is mmu-miR-216a-5p with sequence UAAUCUCAGCUGGCAACUGUGA. The protein sequence of the target gene is MERAVPLAVPLGQTEVFQALQRLHMTIFSQSVSPCGKFLAAGNNYGQIAIFSLSSALSSEAKEESKKPVVTFQAHDGPVYSMVSTDRHLLSAGDGEVKAWLWAEMLKKGCKELWRRQPPYRTSLEVPEINALLLVPKENSLILAGGDCQLHTMDLETGTFTRVLRGHTDYIHCLALRERSPEVLSGGEDGAVRLWDLRTAKEVQTIEVYKHEECSRPHNGRWIGCLATDSDWMVCGGGPALTLWHLRSSTPTTIFPIRAPQKHVTFYQDLILSAGQGRCVNQWQLSGELKAQVPGSSPGL.... Result: 0 (no interaction). (4) The miRNA is hsa-miR-338-5p with sequence AACAAUAUCCUGGUGCUGAGUG. The protein sequence of the target gene is MALHIHEACILLLVIPGLVTSAAISHEDYPADEGDQISSNDNLIFDDYRGKGCVDDSGFVYKLGERFFPGHSNCPCVCALDGPVCDQPECPKIHPKCTKVEHNGCCPECKEVKNFCEYHGKNYKILEEFKPSPCEWCRCEPSNEVHCVVADCAVPECVNPVYEPEQCCPVCKNGPNCFAGTTIIPAGIEVKVDECNICHCHNGDWWKPAQCSKRECQGKQTV. Result: 0 (no interaction). (5) The miRNA is dre-miR-140-5p with sequence CAGUGGUUUUACCCUAUGGUAG. The protein sequence of the target gene is MAGAAGPGSGPGAAGGDGDDSLYPIAVLIDELRNEDVQLRLNSIKKLSTIALALGVERTRTELLPFLTDTIYDEDEVLLALAEQLGNFTGLVGGPDFAHCLLPPLESLATVEETVVRDKAVESLRQISQEHTPVALEAHFVPLVKRLASGDWFTSRTSACGLFSVCYPRASNAVKAEIRQHFRSLCSDDTPMVRRAAASKLGEFAKVLELDSVKTEIVPLFTNLASDEQDSVRLLAVEACVSIAQLLSQEDLEALVMPTLRQAAEDKSWRVRYMVADKFSELQKAVGPKIALSDLIPAFQ.... Result: 0 (no interaction). (6) The miRNA is ath-miR774a with sequence UUGGUUACCCAUAUGGCCAUC. The protein sequence of the target gene is MEPRMESCLAQVLQKDVGKRLQVGQELIDYFSDRQKSADLEHDQTLLDKLVDGLATSWVNSSNYKVVLLGMDILSALVTRLQDRFKAQIGTVLPSLIDRLGDAKDSVREQDQTLLLKIMDQAANPQYVWDRMLGGFKHKNFRTREGICLCLIATLNASGAQTLTLSKIVPHICNLLGDPNSQVRDAAINSLVEIYRHVGERVRADLSKKGLPQSRLNVIFTKFDEVQKSGNMIQSANEKNFDDEDSVDGNRPSSASSSSSKAPSSSRRNVNLGTTRRLMSSSLGSKSSAAKEGAGAVDEE.... Result: 0 (no interaction). (7) The miRNA is hsa-miR-6798-5p with sequence CCAGGGGGAUGGGCGAGCUUGGG. The protein sequence of the target gene is MPEKRLTAEPPTITEEEFEDSLATDDFLVDYFNEFLSLPTFSEAIRFNADYGVFEVANDAPQFLEKQLKKILQNQQPRNPIYDVVRKGKNEVKPVQMNAPDEDETINVNYNIMCLSREEGIKWIKKERLPAFLESDCYFEYRLAKLVSQVRWSKSGMNFTVGSNFSPWIVKKPPSLPPPATEEDNLVIMKKFYVSLGEASYTQTKDWFALAKQSQQTVSTFSLPCCVPYNKLKSPAISSVSENFIFDDGVHPRTKKDPSKTNKLISEFEEEEGEEEEVSVSLQDTPSQALLRVYLEKKQD.... Result: 0 (no interaction). (8) The miRNA is hsa-miR-4746-5p with sequence CCGGUCCCAGGAGAACCUGCAGA. The protein sequence of the target gene is MAGRPEKCFSLIRFTLLCLKMVISSKTAPEIPTIDQAYSKISNSITVEWTTVPGATSYLLTAEDGNTIIETTVANSPGTVTGLKAATLYQITIRSISASGQSQASSPKQAKTVLAAPVLEVSSPSPDSILVSWDAVYMAIGFSVSVMRANGLGRIWKENTTNTSLTFSSLDAGTLYTIKAYAWNANGIPGDDSTRNQRTSPRAPANIQVFFDSGALKASVSWTPTEGAFNYTVVASSDSSQRSCSTTLSSCSISSLQCGTEYLISVSANNDAGSSKSCSAPTLKTVACAPGRVMIQEEPP.... Result: 0 (no interaction).